From a dataset of NCI-60 drug combinations with 297,098 pairs across 59 cell lines. Regression. Given two drug SMILES strings and cell line genomic features, predict the synergy score measuring deviation from expected non-interaction effect. (1) Drug 1: CC1OCC2C(O1)C(C(C(O2)OC3C4COC(=O)C4C(C5=CC6=C(C=C35)OCO6)C7=CC(=C(C(=C7)OC)O)OC)O)O. Drug 2: B(C(CC(C)C)NC(=O)C(CC1=CC=CC=C1)NC(=O)C2=NC=CN=C2)(O)O. Cell line: SNB-19. Synergy scores: CSS=23.0, Synergy_ZIP=-1.06, Synergy_Bliss=-2.80, Synergy_Loewe=-0.978, Synergy_HSA=-1.46. (2) Drug 1: C1=CC(=CC=C1CCC2=CNC3=C2C(=O)NC(=N3)N)C(=O)NC(CCC(=O)O)C(=O)O. Drug 2: C1=CC(=CC=C1C#N)C(C2=CC=C(C=C2)C#N)N3C=NC=N3. Cell line: MDA-MB-435. Synergy scores: CSS=9.58, Synergy_ZIP=3.81, Synergy_Bliss=2.72, Synergy_Loewe=-33.0, Synergy_HSA=-0.526. (3) Drug 1: C1CCC(CC1)NC(=O)N(CCCl)N=O. Drug 2: C1=CC=C(C(=C1)C(C2=CC=C(C=C2)Cl)C(Cl)Cl)Cl. Cell line: 786-0. Synergy scores: CSS=22.8, Synergy_ZIP=0.788, Synergy_Bliss=2.23, Synergy_Loewe=-9.96, Synergy_HSA=2.33. (4) Drug 1: CC1=CC=C(C=C1)C2=CC(=NN2C3=CC=C(C=C3)S(=O)(=O)N)C(F)(F)F. Drug 2: C(=O)(N)NO. Cell line: OVCAR3. Synergy scores: CSS=-2.62, Synergy_ZIP=4.43, Synergy_Bliss=1.89, Synergy_Loewe=1.09, Synergy_HSA=-3.94. (5) Drug 1: CCC1(CC2CC(C3=C(CCN(C2)C1)C4=CC=CC=C4N3)(C5=C(C=C6C(=C5)C78CCN9C7C(C=CC9)(C(C(C8N6C=O)(C(=O)OC)O)OC(=O)C)CC)OC)C(=O)OC)O.OS(=O)(=O)O. Drug 2: CCN(CC)CCCC(C)NC1=C2C=C(C=CC2=NC3=C1C=CC(=C3)Cl)OC. Cell line: OVCAR-5. Synergy scores: CSS=23.6, Synergy_ZIP=-6.20, Synergy_Bliss=3.36, Synergy_Loewe=2.30, Synergy_HSA=2.45. (6) Drug 1: CCCS(=O)(=O)NC1=C(C(=C(C=C1)F)C(=O)C2=CNC3=C2C=C(C=N3)C4=CC=C(C=C4)Cl)F. Drug 2: CN1C2=C(C=C(C=C2)N(CCCl)CCCl)N=C1CCCC(=O)O.Cl. Cell line: MDA-MB-231. Synergy scores: CSS=12.8, Synergy_ZIP=-0.334, Synergy_Bliss=7.49, Synergy_Loewe=5.77, Synergy_HSA=5.54. (7) Drug 1: CNC(=O)C1=NC=CC(=C1)OC2=CC=C(C=C2)NC(=O)NC3=CC(=C(C=C3)Cl)C(F)(F)F. Drug 2: CN1C2=C(C=C(C=C2)N(CCCl)CCCl)N=C1CCCC(=O)O.Cl. Cell line: SF-268. Synergy scores: CSS=2.93, Synergy_ZIP=-0.468, Synergy_Bliss=-1.21, Synergy_Loewe=-0.918, Synergy_HSA=-1.68.